This data is from Catalyst prediction with 721,799 reactions and 888 catalyst types from USPTO. The task is: Predict which catalyst facilitates the given reaction. (1) Reactant: [Li+].C[Si]([N-:6][Si](C)(C)C)(C)C.C(Cl)(Cl)Cl.P(C(C)(C)C)(C(C)(C)C)C(C)(C)C.[H+].[B-](F)(F)(F)F.Br[C:35]1[CH:40]=[CH:39][C:38]([CH:41]2[CH2:45][CH2:44][CH2:43][N:42]2[CH3:46])=[CH:37][CH:36]=1. Product: [CH3:46][N:42]1[CH2:43][CH2:44][CH2:45][CH:41]1[C:38]1[CH:39]=[CH:40][C:35]([NH2:6])=[CH:36][CH:37]=1. The catalyst class is: 187. (2) Reactant: [C-:1]1([CH:6]=O)[CH:5]=[CH:4][CH:3]=[CH:2]1.[CH-:8]1[CH:12]=[CH:11][CH:10]=[CH:9]1.[Fe+2:13].[NH2:14][CH2:15][CH2:16][O:17][CH:18]([OH:20])[CH3:19].[C:21](O[BH-](OC(=O)C)OC(=O)C)(=O)C.[Na+]. Product: [C-:8]1([CH2:21][N:14]([CH2:6][C-:1]2[CH:2]=[CH:3][CH:4]=[CH:5]2)[CH2:15][CH2:16][O:17][CH:18]([OH:20])[CH3:19])[CH:12]=[CH:11][CH:10]=[CH:9]1.[CH-:1]1[CH:5]=[CH:4][CH:3]=[CH:2]1.[Fe+2:13].[CH-:1]1[CH:5]=[CH:4][CH:3]=[CH:2]1.[Fe+2:13]. The catalyst class is: 56. (3) Reactant: [Cl:1][C:2]1[CH:11]=[CH:10][C:5]2[NH:6][C:7](=O)[NH:8][C:4]=2[CH:3]=1.[C:12](=[O:15])([O-])[O-].[K+].[K+].IC.[CH:20](Cl)(Cl)Cl. Product: [Cl:1][C:2]1[CH:11]=[CH:10][C:5]2[N:6]([CH3:20])[C:12](=[O:15])[N:8]([CH3:7])[C:4]=2[CH:3]=1. The catalyst class is: 3. (4) Reactant: Cl[C:2]1[N:7]=[C:6]([O:8][C:9]2[CH:10]=[C:11]([CH2:15][CH2:16][C:17]([NH:19][C:20]3[CH:25]=[CH:24][C:23]([Cl:26])=[C:22]([C:27]([F:30])([F:29])[F:28])[CH:21]=3)=[O:18])[CH:12]=[CH:13][CH:14]=2)[CH:5]=[CH:4][N:3]=1.[CH3:31][O:32][C:33]1[CH:38]=[CH:37][C:36]([CH2:39][NH2:40])=[CH:35][CH:34]=1. Product: [Cl:26][C:23]1[CH:24]=[CH:25][C:20]([NH:19][C:17](=[O:18])[CH2:16][CH2:15][C:11]2[CH:12]=[CH:13][CH:14]=[C:9]([O:8][C:6]3[CH:5]=[CH:4][N:3]=[C:2]([NH:40][CH2:39][C:36]4[CH:37]=[CH:38][C:33]([O:32][CH3:31])=[CH:34][CH:35]=4)[N:7]=3)[CH:10]=2)=[CH:21][C:22]=1[C:27]([F:30])([F:29])[F:28]. The catalyst class is: 58. (5) Product: [CH3:33][N:32]([CH2:31][C:30]([F:35])([F:34])[F:29])[C:25]([C:10]1[CH:9]=[C:8]([C:5]2[CH:4]=[CH:3][C:2]([CH3:1])=[CH:7][CH:6]=2)[CH:13]=[C:12]([C:14]([NH:15][CH2:16][C:17]2[CH:18]=[N:19][C:20]([CH3:23])=[CH:21][CH:22]=2)=[O:24])[CH:11]=1)=[O:26]. The catalyst class is: 9. Reactant: [CH3:1][C:2]1[CH:7]=[CH:6][C:5]([C:8]2[CH:13]=[C:12]([C:14](=[O:24])[NH:15][CH2:16][C:17]3[CH:18]=[N:19][C:20]([CH3:23])=[CH:21][CH:22]=3)[CH:11]=[C:10]([C:25](O)=[O:26])[CH:9]=2)=[CH:4][CH:3]=1.Cl.[F:29][C:30]([F:35])([F:34])[CH2:31][NH:32][CH3:33].F[P-](F)(F)(F)(F)F.C[N+](C)=C(N(C)C)ON1C2N=CC=CC=2N=N1.C(N(CC)C(C)C)(C)C.